Dataset: hERG potassium channel inhibition data for cardiac toxicity prediction from Karim et al.. Task: Regression/Classification. Given a drug SMILES string, predict its toxicity properties. Task type varies by dataset: regression for continuous values (e.g., LD50, hERG inhibition percentage) or binary classification for toxic/non-toxic outcomes (e.g., AMES mutagenicity, cardiotoxicity, hepatotoxicity). Dataset: herg_karim. (1) The drug is CC(C)Oc1cc([C@H](C2=CN[C@@H](C(O)(C(F)(F)F)C(F)(F)F)S2)c2cc[n+]([O-])cc2)ccc1OC(F)F. The result is 0 (non-blocker). (2) The molecule is Cc1c(C(=O)NCCN2CCN(c3cccc(Cl)c3Cl)CC2)cc(C(C)(C)C)n1C.Cl. The result is 1 (blocker). (3) The molecule is Cc1cc(C2CC=CCNC2)ccc1Cl. The result is 0 (non-blocker). (4) The compound is Cc1ccc(C2(O)CCN([C@H](C)[C@@H](O)c3ccc4c(c3)CCC(=O)N4)CC2)cc1. The result is 1 (blocker). (5) The molecule is Cc1ncccc1C(=O)N1CC[C@H]([NH2+]Cc2cncn2Cc2ccc(C#N)cc2)C1=O. The result is 1 (blocker). (6) The drug is COc1ccc(Nc2cc(N[C@@H]3CCCC[C@@H]3N)nnc2C(N)=O)nc1OC. The result is 1 (blocker). (7) The molecule is O=C(Nc1ccc(Br)cc1)N1CCN(C[C@@H]2CCCN(C3CC3)C2)CC1. The result is 1 (blocker). (8) The result is 1 (blocker). The compound is CCCOC(c1ccc2ccccc2c1)C1CNC1.Cl. (9) The compound is CCN(CC)CCNc1ccc(-n2ccc(OCc3ccccc3)cc2=O)cc1. The result is 1 (blocker).